The task is: Predict the reaction yield, written as a fraction of the theoretical maximum amount of product (1.0 means a 100% yield; for example, 0.34 means a 34% yield).. This data is from Reaction yield outcomes from USPTO patents with 853,638 reactions. (1) The reactants are Cl[C:2]1[C:11]2[CH:10]=[C:9]3[N:12]=[CH:13][N:14]([CH2:15][CH2:16][N:17]4[CH2:22][CH2:21][O:20][CH2:19][CH2:18]4)[C:8]3=[CH:7][C:6]=2[N:5]=[CH:4][C:3]=1[C:23]#[N:24].[O:25]([C:32]1[CH:38]=[CH:37][C:35]([NH2:36])=[CH:34][CH:33]=1)[C:26]1[CH:31]=[CH:30][CH:29]=[CH:28][CH:27]=1.Cl.N1C=CC=CC=1. The catalyst is C(OCCO)C. The product is [N:17]1([CH2:16][CH2:15][N:14]2[C:8]3[C:9](=[CH:10][C:11]4[C:2]([NH:36][C:35]5[CH:34]=[CH:33][C:32]([O:25][C:26]6[CH:31]=[CH:30][CH:29]=[CH:28][CH:27]=6)=[CH:38][CH:37]=5)=[C:3]([C:23]#[N:24])[CH:4]=[N:5][C:6]=4[CH:7]=3)[N:12]=[CH:13]2)[CH2:22][CH2:21][O:20][CH2:19][CH2:18]1. The yield is 0.690. (2) The reactants are [Cl:1][C:2]1[CH:3]=[C:4]([S:8]([NH:11][C:12]2[CH:20]=[CH:19][C:15]([C:16]([OH:18])=[O:17])=[C:14]([OH:21])[CH:13]=2)(=[O:10])=[O:9])[S:5][C:6]=1[Cl:7].[CH3:22][O:23][CH2:24][CH2:25]O. No catalyst specified. The product is [Cl:1][C:2]1[CH:3]=[C:4]([S:8]([NH:11][C:12]2[CH:20]=[CH:19][C:15]([C:16]([O:18][CH2:25][CH2:24][O:23][CH3:22])=[O:17])=[C:14]([OH:21])[CH:13]=2)(=[O:9])=[O:10])[S:5][C:6]=1[Cl:7]. The yield is 0.680. (3) The reactants are [Si:1]([O:18][CH:19]1[CH2:22][N:21]([C:23]2[O:24][CH:25]=[C:26]([C:28](OC)=[O:29])[N:27]=2)[CH2:20]1)([C:14]([CH3:17])([CH3:16])[CH3:15])([C:8]1[CH:13]=[CH:12][CH:11]=[CH:10][CH:9]=1)[C:2]1[CH:7]=[CH:6][CH:5]=[CH:4][CH:3]=1.[H-].[Al+3].[Li+].[H-].[H-].[H-].O.O.O.O.O.O.O.O.O.O.S([O-])([O-])(=O)=O.[Mg+2].C(OCC)(=O)C. The yield is 0.840. The product is [Si:1]([O:18][CH:19]1[CH2:22][N:21]([C:23]2[O:24][CH:25]=[C:26]([CH2:28][OH:29])[N:27]=2)[CH2:20]1)([C:14]([CH3:17])([CH3:16])[CH3:15])([C:2]1[CH:3]=[CH:4][CH:5]=[CH:6][CH:7]=1)[C:8]1[CH:13]=[CH:12][CH:11]=[CH:10][CH:9]=1. The catalyst is O1CCCC1. (4) The reactants are [CH3:1][C:2]1[CH2:7][CH2:6][C@@H:5]([C:8]([O:10][C@H]2C(C)(C)COC2=O)=[O:9])[CH2:4][CH:3]=1.O.[OH-].[Li+].Cl. The catalyst is C1COCC1.O.CO. The product is [CH3:1][C:2]1[CH2:7][CH2:6][C@@H:5]([C:8]([OH:10])=[O:9])[CH2:4][CH:3]=1. The yield is 1.00. (5) The reactants are Br[C:2]1[CH:9]=[C:8](Br)[CH:7]=[C:4]([CH:5]=[O:6])[C:3]=1[OH:11].[C:12]1(B(O)O)[CH:17]=[CH:16][CH:15]=[CH:14][CH:13]=1.C([O-])([O-])=O.[K+].[K+]. The catalyst is C1(C)C=CC=CC=1.C1C=CC([P]([Pd]([P](C2C=CC=CC=2)(C2C=CC=CC=2)C2C=CC=CC=2)([P](C2C=CC=CC=2)(C2C=CC=CC=2)C2C=CC=CC=2)[P](C2C=CC=CC=2)(C2C=CC=CC=2)C2C=CC=CC=2)(C2C=CC=CC=2)C2C=CC=CC=2)=CC=1. The product is [C:12]1([C:2]2[CH:9]=[C:8]([C:2]3[CH:9]=[CH:8][CH:7]=[CH:4][CH:3]=3)[CH:7]=[C:4]([CH:5]=[O:6])[C:3]=2[OH:11])[CH:17]=[CH:16][CH:15]=[CH:14][CH:13]=1. The yield is 0.810. (6) The reactants are [N+:1](/[CH:4]=[CH:5]/[C:6]1[CH:18]=[CH:17][C:9]([O:10][C:11]2[CH:16]=[CH:15][CH:14]=[CH:13][N:12]=2)=[CH:8][CH:7]=1)([O-:3])=[O:2].C(O)(=O)C.[BH4-].[Na+]. The product is [N+:1]([CH2:4][CH2:5][C:6]1[CH:18]=[CH:17][C:9]([O:10][C:11]2[CH:16]=[CH:15][CH:14]=[CH:13][N:12]=2)=[CH:8][CH:7]=1)([O-:3])=[O:2]. The yield is 0.450. The catalyst is CS(C)=O.